Dataset: Retrosynthesis with 50K atom-mapped reactions and 10 reaction types from USPTO. Task: Predict the reactants needed to synthesize the given product. (1) Given the product COC=C(C(=O)OC)c1c(OC)ncnc1Oc1cccc(COc2ccccc2C#N)c1, predict the reactants needed to synthesize it. The reactants are: COC=C(C(=O)OC)c1c(OC)ncnc1Oc1cccc(CBr)c1.N#Cc1ccccc1O. (2) Given the product O=C(O)c1nnc(Cl)cc1Nc1ccc(Br)cc1F, predict the reactants needed to synthesize it. The reactants are: Nc1ccc(Br)cc1F.O=C(O)c1nnc(Cl)cc1Cl. (3) The reactants are: CCOCCCl.CCc1nc2ccccc2[nH]1. Given the product CCOCCn1c(CC)nc2ccccc21, predict the reactants needed to synthesize it. (4) Given the product CS(=O)(=O)c1ccc(Br)c(Cl)c1OCCC1OCCO1, predict the reactants needed to synthesize it. The reactants are: CS(=O)(=O)c1ccc(Br)c(Cl)c1O.ClCCC1OCCO1. (5) Given the product Fc1cc(Oc2ccc(-c3c[nH]c(COc4ccccc4)n3)cc2)ccc1N=C=S, predict the reactants needed to synthesize it. The reactants are: Nc1ccc(Oc2ccc(-c3c[nH]c(COc4ccccc4)n3)cc2)cc1F.S=C(Cl)Cl. (6) Given the product O=Cc1ccc(Br)nc1, predict the reactants needed to synthesize it. The reactants are: Brc1ccc(Br)nc1.CN(C)C=O. (7) Given the product CN1CC2CC(n3cc(I)c4c(Cl)ncnc43)CC2C1, predict the reactants needed to synthesize it. The reactants are: CN1CC2CC(O)CC2C1.Clc1ncnc2[nH]cc(I)c12.